Dataset: Reaction yield outcomes from USPTO patents with 853,638 reactions. Task: Predict the reaction yield, written as a fraction of the theoretical maximum amount of product (1.0 means a 100% yield; for example, 0.34 means a 34% yield). (1) The reactants are C(O[C:6](=O)[N:7]([CH2:9][CH2:10][C:11]1[CH:16]=[C:15]([F:17])[CH:14]=[CH:13][C:12]=1[S:18][C:19]1[C:27]2[C:22](=[CH:23][CH:24]=[CH:25][CH:26]=2)[NH:21][CH:20]=1)C)(C)(C)C.C(OCC)C.Cl. The catalyst is CO. The product is [F:17][C:15]1[CH:14]=[CH:13][C:12]([S:18][C:19]2[C:27]3[C:22](=[CH:23][CH:24]=[CH:25][CH:26]=3)[NH:21][CH:20]=2)=[C:11]([CH2:10][CH2:9][NH:7][CH3:6])[CH:16]=1. The yield is 0.830. (2) The reactants are CC1(C)C(C)(C)OB([C:9]2[CH:10]=[C:11]3[C:16](=[C:17]([O:19][CH2:20][O:21][CH2:22][CH2:23][Si:24]([CH3:27])([CH3:26])[CH3:25])[CH:18]=2)[N:15]=[CH:14][N:13]([CH2:28][O:29][CH2:30][CH2:31][Si:32]([CH3:35])([CH3:34])[CH3:33])[C:12]3=[O:36])O1.Br[C:39]1[CH:44]=[CH:43][C:42]([CH2:45][OH:46])=[CH:41][C:40]=1[CH2:47][O:48][CH3:49].C(=O)([O-])[O-].[K+].[K+]. The catalyst is O1CCOCC1.O.C1(P([C-]2C=CC=C2)C2C=CC=CC=2)C=CC=CC=1.[C-]1(P(C2C=CC=CC=2)C2C=CC=CC=2)C=CC=C1.[Fe+2].[Pd](Cl)Cl. The product is [OH:46][CH2:45][C:42]1[CH:43]=[CH:44][C:39]([C:9]2[CH:10]=[C:11]3[C:16](=[C:17]([O:19][CH2:20][O:21][CH2:22][CH2:23][Si:24]([CH3:25])([CH3:26])[CH3:27])[CH:18]=2)[N:15]=[CH:14][N:13]([CH2:28][O:29][CH2:30][CH2:31][Si:32]([CH3:35])([CH3:33])[CH3:34])[C:12]3=[O:36])=[C:40]([CH2:47][O:48][CH3:49])[CH:41]=1. The yield is 0.630. (3) The reactants are [H-].[Al+3].[Li+].[H-].[H-].[H-].[CH3:7][C:8]1[CH:13]=[C:12]([C:14](OC)=[O:15])[CH:11]=[N:10][CH:9]=1.O.[OH-].[Na+]. The catalyst is O1CCCC1. The product is [OH:15][CH2:14][C:12]1[CH:11]=[N:10][CH:9]=[C:8]([CH3:7])[CH:13]=1. The yield is 1.00. (4) The reactants are Br[C:2]1[CH:20]=[CH:19][C:5]([O:6][C:7]([CH3:18])([CH3:17])[CH2:8][O:9][Si:10]([C:13]([CH3:16])([CH3:15])[CH3:14])([CH3:12])[CH3:11])=[CH:4][CH:3]=1.[CH3:21][C:22]1([CH3:38])[C:26]([CH3:28])([CH3:27])[O:25][B:24]([B:24]2[O:25][C:26]([CH3:28])([CH3:27])[C:22]([CH3:38])([CH3:21])[O:23]2)[O:23]1.C([O-])(=O)C.[K+]. The catalyst is CN(C)C=O.C(OCC)(=O)C.C1C=CC(P(C2C=CC=CC=2)[C-]2C=CC=C2)=CC=1.C1C=CC(P(C2C=CC=CC=2)[C-]2C=CC=C2)=CC=1.Cl[Pd]Cl.[Fe+2]. The product is [C:13]([Si:10]([CH3:12])([CH3:11])[O:9][CH2:8][C:7]([CH3:18])([O:6][C:5]1[CH:19]=[CH:20][C:2]([B:24]2[O:25][C:26]([CH3:28])([CH3:27])[C:22]([CH3:38])([CH3:21])[O:23]2)=[CH:3][CH:4]=1)[CH3:17])([CH3:16])([CH3:15])[CH3:14]. The yield is 0.710. (5) The reactants are [CH3:1][O:2][C:3]1[CH:27]=[CH:26][C:6]([CH2:7][N:8]2[C:17]3[C:12](=[CH:13][C:14]([CH2:18][CH2:19][C:20]([O:22]CC)=[O:21])=[CH:15][CH:16]=3)[CH2:11][CH2:10][C:9]2=[O:25])=[CH:5][CH:4]=1.C1COCC1.CO.[Li+].[OH-]. The catalyst is O. The product is [CH3:1][O:2][C:3]1[CH:27]=[CH:26][C:6]([CH2:7][N:8]2[C:17]3[C:12](=[CH:13][C:14]([CH2:18][CH2:19][C:20]([OH:22])=[O:21])=[CH:15][CH:16]=3)[CH2:11][CH2:10][C:9]2=[O:25])=[CH:5][CH:4]=1. The yield is 0.860.